Dataset: Catalyst prediction with 721,799 reactions and 888 catalyst types from USPTO. Task: Predict which catalyst facilitates the given reaction. (1) Reactant: C(OC([N:8]1[CH2:13][CH2:12][CH:11]([N:14]2[CH:18]=[C:17]([C:19]3[C:23]4[CH:24]=[N:25][C:26]([NH2:40])=[C:27]([O:28][C@@H:29]([C:31]5[C:36]([Cl:37])=[CH:35][CH:34]=[C:33]([F:38])[C:32]=5[Cl:39])[CH3:30])[C:22]=4[O:21][C:20]=3Br)[CH:16]=[N:15]2)[CH2:10][CH2:9]1)=O)(C)(C)C.[CH3:42][N:43](C=O)C. Product: [NH2:40][C:26]1[N:25]=[CH:24][C:23]2[C:19]([C:17]3[CH:16]=[N:15][N:14]([CH:11]4[CH2:12][CH2:13][NH:8][CH2:9][CH2:10]4)[CH:18]=3)=[C:20]([C:42]#[N:43])[O:21][C:22]=2[C:27]=1[O:28][C@@H:29]([C:31]1[C:36]([Cl:37])=[CH:35][CH:34]=[C:33]([F:38])[C:32]=1[Cl:39])[CH3:30]. The catalyst class is: 267. (2) Reactant: C(N(CC)C(C)C)(C)C.N1([C:15]2[CH2:16][CH2:17][N:18]([C:21]([O:23][C:24]([CH3:27])([CH3:26])[CH3:25])=[O:22])[CH2:19][CH:20]=2)CCCC1.[CH:28]1([C:31](Cl)=[O:32])[CH2:30][CH2:29]1.[O:34]1CCOCC1. Product: [CH:28]1([C:31]([CH:20]2[C:15](=[O:34])[CH2:16][CH2:17][N:18]([C:21]([O:23][C:24]([CH3:25])([CH3:26])[CH3:27])=[O:22])[CH2:19]2)=[O:32])[CH2:30][CH2:29]1. The catalyst class is: 6. (3) Reactant: [F:1][C:2]([F:33])([F:32])[C:3]1[CH:4]=[C:5]([CH:29]=[CH:30][CH:31]=1)[CH2:6][NH:7][C:8](=[O:28])[C:9]1[CH:14]=[CH:13][N:12]=[C:11]([C:15]2[CH:20]=[C:19]([N:21]3[CH2:26][CH2:25][CH2:24][CH2:23][CH2:22]3)[CH:18]=[CH:17][C:16]=2[NH2:27])[CH:10]=1.ClC[C:36]1[N:41]=[C:40]([C:42]([OH:44])=O)[CH:39]=[CH:38][CH:37]=1.[CH3:45]CN=C=NCCCN(C)C.[ClH:56]. Product: [F:33][C:2]([F:1])([F:32])[C:3]1[CH:4]=[C:5]([CH:29]=[CH:30][CH:31]=1)[CH2:6][NH:7][C:8](=[O:28])[C:9]1[CH:14]=[CH:13][N:12]=[C:11]([C:15]2[CH:20]=[C:19]([N:21]3[CH2:26][CH2:25][CH2:24][CH2:23][CH2:22]3)[CH:18]=[CH:17][C:16]=2[NH:27][C:42](=[O:44])[C:40]2([CH2:45][Cl:56])[CH:39]=[CH:38][CH:37]=[CH:36][NH:41]2)[CH:10]=1. The catalyst class is: 112. (4) Reactant: Cl[C:2]1[N:11]=[C:10]([NH:12][CH2:13][CH:14]([O:21][CH3:22])[C:15]2[CH:20]=[CH:19][CH:18]=[CH:17][CH:16]=2)[C:9]2[C:4](=[CH:5][CH:6]=[CH:7][CH:8]=2)[N:3]=1.[CH3:23][C:24]1[C:29](B(O)O)=[CH:28][N:27]2[CH:33]=[CH:34][N:35]=[C:26]2[CH:25]=1.C(NC1C2C(=CC=CC=2)N=C(C2SC3C=CC=CC=3C=2)N=1)(C1C=CC=CC=1)C1C=CC=CC=1. Product: [CH3:22][O:21][CH:14]([C:15]1[CH:20]=[CH:19][CH:18]=[CH:17][CH:16]=1)[CH2:13][NH:12][C:10]1[C:9]2[C:4](=[CH:5][CH:6]=[CH:7][CH:8]=2)[N:3]=[C:2]([C:29]2[C:24]([CH3:23])=[CH:25][C:26]3[N:27]([CH:33]=[CH:34][N:35]=3)[CH:28]=2)[N:11]=1. The catalyst class is: 147. (5) Reactant: C(OC(=O)C[C@H]1C2C(=CC(O[CH:16]3[CH2:21][CH2:20][N:19]([C:22]4[C:27]([CH3:28])=[CH:26][N:25]=[C:24](Cl)[N:23]=4)[CH2:18][CH2:17]3)=CC=2)CC1)C.[CH2:31]([C:33]1[CH:38]=[CH:37][C:36](B(O)O)=[CH:35][CH:34]=1)[CH3:32].C(Cl)Cl.[C:45]([O-:48])([O-])=[O:46].[Na+].[Na+].[Li+].[OH-].[C:53]1([CH3:59])[CH:58]=[CH:57][CH:56]=[CH:55][CH:54]=1. Product: [CH2:31]([C:33]1[CH:38]=[CH:37][C:36]([C:24]2[N:23]=[C:22]([N:19]3[CH2:18][CH2:17][CH:16]([CH2:59][C:53]4[CH:58]=[C:57]5[C:56](=[CH:55][CH:54]=4)[C@H:17]([CH2:18][C:45]([OH:48])=[O:46])[CH2:16][CH2:21]5)[CH2:21][CH2:20]3)[C:27]([CH3:28])=[CH:26][N:25]=2)=[CH:35][CH:34]=1)[CH3:32]. The catalyst class is: 294. (6) Reactant: [C:1]1([CH:7]([C:16]2[CH:21]=[CH:20][CH:19]=[CH:18][CH:17]=2)[CH2:8][CH2:9][N:10]2[CH2:14][CH2:13][C@H:12]([NH2:15])[CH2:11]2)[CH:6]=[CH:5][CH:4]=[CH:3][CH:2]=1.[CH2:22]([C:24]1[CH:29]=[C:28]([N:30]=[C:31]=[O:32])[CH:27]=[C:26]([CH3:33])[N:25]=1)[CH3:23]. Product: [C:16]1([CH:7]([C:1]2[CH:2]=[CH:3][CH:4]=[CH:5][CH:6]=2)[CH2:8][CH2:9][N:10]2[CH2:14][CH2:13][C@H:12]([NH:15][C:31]([NH:30][C:28]3[CH:27]=[C:26]([CH3:33])[N:25]=[C:24]([CH2:22][CH3:23])[CH:29]=3)=[O:32])[CH2:11]2)[CH:17]=[CH:18][CH:19]=[CH:20][CH:21]=1. The catalyst class is: 390. (7) Reactant: [CH2:1]([O:8][C:9]1[CH:10]=[C:11]2[C:16](=[CH:17][CH:18]=1)[CH2:15][CH:14]([CH:19]([O:28][Si:29]([C:32]([CH3:35])([CH3:34])[CH3:33])([CH3:31])[CH3:30])[C:20]1[O:21][C:22]([C:25]([NH2:27])=O)=[CH:23][N:24]=1)[CH2:13][CH2:12]2)[C:2]1[CH:7]=[CH:6][CH:5]=[CH:4][CH:3]=1.N1C=CC=CC=1.FC(F)(F)C(OC(=O)C(F)(F)F)=O. Product: [CH2:1]([O:8][C:9]1[CH:10]=[C:11]2[C:16](=[CH:17][CH:18]=1)[CH2:15][CH:14]([CH:19]([O:28][Si:29]([C:32]([CH3:35])([CH3:34])[CH3:33])([CH3:30])[CH3:31])[C:20]1[O:21][C:22]([C:25]#[N:27])=[CH:23][N:24]=1)[CH2:13][CH2:12]2)[C:2]1[CH:7]=[CH:6][CH:5]=[CH:4][CH:3]=1. The catalyst class is: 258. (8) Reactant: [F:1][C:2]([F:14])([F:13])[C:3]1[C:11]2[CH:10]=[CH:9][CH:8]=[C:7]([OH:12])[C:6]=2[CH2:5][CH:4]=1.[H][H]. Product: [F:1][C:2]([F:13])([F:14])[CH:3]1[C:11]2[CH:10]=[CH:9][CH:8]=[C:7]([OH:12])[C:6]=2[CH2:5][CH2:4]1. The catalyst class is: 515.